Dataset: Reaction yield outcomes from USPTO patents with 853,638 reactions. Task: Predict the reaction yield, written as a fraction of the theoretical maximum amount of product (1.0 means a 100% yield; for example, 0.34 means a 34% yield). (1) The reactants are [CH2:1]([O:8][C:9]1[CH:14]=[CH:13][C:12]([N:15]([CH2:26][C@H:27]([O:29][Si](C(C)(C)C)(C)C)[CH3:28])[C:16]([C:18]2[C:19]([Cl:25])=[N:20][CH:21]=[N:22][C:23]=2[Cl:24])=[O:17])=[CH:11][CH:10]=1)[C:2]1[CH:7]=[CH:6][CH:5]=[CH:4][CH:3]=1. The catalyst is Cl.O1CCOCC1. The product is [CH2:1]([O:8][C:9]1[CH:14]=[CH:13][C:12]([N:15]([CH2:26][C@H:27]([OH:29])[CH3:28])[C:16]([C:18]2[C:19]([Cl:25])=[N:20][CH:21]=[N:22][C:23]=2[Cl:24])=[O:17])=[CH:11][CH:10]=1)[C:2]1[CH:3]=[CH:4][CH:5]=[CH:6][CH:7]=1. The yield is 0.800. (2) The reactants are Br[CH2:2][C:3]([C:5]1[CH:10]=[CH:9][C:8]([Br:11])=[CH:7][C:6]=1[F:12])=O.[NH2:13][C:14]([NH2:16])=[O:15].[OH-].[Na+]. The catalyst is CC#N. The product is [Br:11][C:8]1[CH:9]=[CH:10][C:5]([C:3]2[N:13]=[C:14]([NH2:16])[O:15][CH:2]=2)=[C:6]([F:12])[CH:7]=1. The yield is 0.820. (3) The reactants are Cl.Cl.[CH:3]([N:16]1[CH2:21][C@@H:20]2[CH2:22][C@H:17]1[CH2:18][NH:19]2)([C:10]1[CH:15]=[CH:14][CH:13]=[CH:12][CH:11]=1)[C:4]1[CH:9]=[CH:8][CH:7]=[CH:6][CH:5]=1.CS([C:27]1[N:32]=[CH:31][C:30]([C:33]([O:35][CH2:36][CH3:37])=[O:34])=[CH:29][N:28]=1)(=O)=O.C(=O)([O-])[O-].[K+].[K+]. The catalyst is COCCOC. The product is [CH:3]([N:16]1[CH2:21][C@@H:20]2[CH2:22][C@H:17]1[CH2:18][N:19]2[C:27]1[N:28]=[CH:29][C:30]([C:33]([O:35][CH2:36][CH3:37])=[O:34])=[CH:31][N:32]=1)([C:10]1[CH:15]=[CH:14][CH:13]=[CH:12][CH:11]=1)[C:4]1[CH:5]=[CH:6][CH:7]=[CH:8][CH:9]=1. The yield is 0.640.